Predict the product of the given reaction. From a dataset of Forward reaction prediction with 1.9M reactions from USPTO patents (1976-2016). (1) Given the reactants [OH-].[Na+].[Cl:3][C:4]1[C:5]([F:34])=[C:6]([NH:10][C:11]2[C:20]3[C:15](=[CH:16][C:17]([O:32][CH3:33])=[C:18]([O:21][C@@H:22]4[CH2:26][N:25]([CH3:27])[C@@H:24]([C:28]([O:30]C)=[O:29])[CH2:23]4)[CH:19]=3)[N:14]=[CH:13][N:12]=2)[CH:7]=[CH:8][CH:9]=1, predict the reaction product. The product is: [Cl:3][C:4]1[C:5]([F:34])=[C:6]([NH:10][C:11]2[C:20]3[C:15](=[CH:16][C:17]([O:32][CH3:33])=[C:18]([O:21][C@@H:22]4[CH2:26][N:25]([CH3:27])[C@@H:24]([C:28]([OH:30])=[O:29])[CH2:23]4)[CH:19]=3)[N:14]=[CH:13][N:12]=2)[CH:7]=[CH:8][CH:9]=1. (2) Given the reactants C([N:8]1[CH:12]=[CH:11][N:10]=[C:9]1[NH:13][C:14]([C:16]1[CH:17]=[CH:18][C:19]([C:26]2[C:31]([Cl:32])=[C:30]([O:33][CH3:34])[CH:29]=[C:28]([O:35][CH3:36])[C:27]=2[Cl:37])=[C:20]2[C:25]=1[N:24]=[CH:23][CH:22]=[CH:21]2)=[O:15])C1C=CC=CC=1, predict the reaction product. The product is: [NH:8]1[CH:12]=[CH:11][N:10]=[C:9]1[NH:13][C:14]([C:16]1[CH:17]=[CH:18][C:19]([C:26]2[C:31]([Cl:32])=[C:30]([O:33][CH3:34])[CH:29]=[C:28]([O:35][CH3:36])[C:27]=2[Cl:37])=[C:20]2[C:25]=1[N:24]=[CH:23][CH:22]=[CH:21]2)=[O:15]. (3) Given the reactants [Cl:1][C:2]1[CH:7]=[CH:6][C:5]([C@H:8]2[C@@H:12]([C:13]3[CH:18]=[CH:17][C:16]([Cl:19])=[CH:15][CH:14]=3)[N:11]([C:20](Cl)=[O:21])[C:10]([C:23]3[CH:28]=[C:27]([C:29]([C:32]#[N:33])([CH3:31])[CH3:30])[CH:26]=[CH:25][C:24]=3[O:34][CH2:35][CH3:36])=[N:9]2)=[CH:4][CH:3]=1.[N:37]1([C:43](=[O:51])[CH2:44][N:45]2[CH2:50][CH2:49][NH:48][CH2:47][CH2:46]2)[CH2:42][CH2:41][O:40][CH2:39][CH2:38]1, predict the reaction product. The product is: [Cl:1][C:2]1[CH:3]=[CH:4][C:5]([C@H:8]2[C@@H:12]([C:13]3[CH:14]=[CH:15][C:16]([Cl:19])=[CH:17][CH:18]=3)[N:11]([C:20]([N:48]3[CH2:49][CH2:50][N:45]([CH2:44][C:43]([N:37]4[CH2:38][CH2:39][O:40][CH2:41][CH2:42]4)=[O:51])[CH2:46][CH2:47]3)=[O:21])[C:10]([C:23]3[CH:28]=[C:27]([C:29]([CH3:30])([CH3:31])[C:32]#[N:33])[CH:26]=[CH:25][C:24]=3[O:34][CH2:35][CH3:36])=[N:9]2)=[CH:6][CH:7]=1. (4) The product is: [Cl:34][C:35]1[CH:36]=[CH:37][CH:38]=[C:39]2[C:43]=1[C:42](=[O:44])[N:41]([C:45]1[CH:53]=[CH:52][CH:51]=[C:47]([C:48]([N:64]3[CH2:65][CH2:66][CH:61]([CH:58]4[CH2:57][CH2:56][N:55]([CH3:54])[CH2:60][CH2:59]4)[CH2:62][CH2:63]3)=[O:49])[CH:46]=1)[CH2:40]2. Given the reactants ClC1C2N=C(C3C=C(C=CC=3)C(NCCC3CCN(C4C=CN=CC=4)CC3)=O)SC=2C=CC=1.[Cl:34][C:35]1[CH:36]=[CH:37][CH:38]=[C:39]2[C:43]=1[C:42](=[O:44])[N:41]([C:45]1[CH:46]=[C:47]([CH:51]=[CH:52][CH:53]=1)[C:48](O)=[O:49])[CH2:40]2.[CH3:54][N:55]1[CH2:60][CH2:59][CH:58]([CH:61]2[CH2:66][CH2:65][NH:64][CH2:63][CH2:62]2)[CH2:57][CH2:56]1.FC(F)(F)C(O)=O.C(N1CCC(C2CCNCC2)CC1)(C)C.N1CCCCC1.C=O, predict the reaction product.